This data is from Peptide-MHC class II binding affinity with 134,281 pairs from IEDB. The task is: Regression. Given a peptide amino acid sequence and an MHC pseudo amino acid sequence, predict their binding affinity value. This is MHC class II binding data. (1) The peptide sequence is AYSDDKSMKVTVAFN. The MHC is DRB1_0401 with pseudo-sequence DRB1_0401. The binding affinity (normalized) is 0.561. (2) The peptide sequence is INEPTCAAIAYGLDR. The binding affinity (normalized) is 0.417. The MHC is HLA-DQA10401-DQB10402 with pseudo-sequence HLA-DQA10401-DQB10402. (3) The peptide sequence is HHFHELQLKDGRRIV. The MHC is HLA-DQA10601-DQB10402 with pseudo-sequence HLA-DQA10601-DQB10402. The binding affinity (normalized) is 0. (4) The peptide sequence is HVVIEAYTAAVELMP. The MHC is HLA-DQA10501-DQB10201 with pseudo-sequence HLA-DQA10501-DQB10201. The binding affinity (normalized) is 0.542. (5) The peptide sequence is MIVDTISDFRAAIAN. The MHC is DRB1_1501 with pseudo-sequence DRB1_1501. The binding affinity (normalized) is 0.531.